Dataset: Full USPTO retrosynthesis dataset with 1.9M reactions from patents (1976-2016). Task: Predict the reactants needed to synthesize the given product. (1) Given the product [CH2:21]([N:10]1[CH:11]=[C:12]([CH3:13])[C:8]([C:5]2[CH:6]=[CH:7][C:2]([F:1])=[CH:3][CH:4]=2)=[C:9]1[C:14]([O:16][CH2:17][CH3:18])=[O:15])[C:22]1[CH:27]=[CH:26][CH:25]=[CH:24][CH:23]=1, predict the reactants needed to synthesize it. The reactants are: [F:1][C:2]1[CH:7]=[CH:6][C:5]([C:8]2[C:12]([CH3:13])=[CH:11][NH:10][C:9]=2[C:14]([O:16][CH2:17][CH3:18])=[O:15])=[CH:4][CH:3]=1.[H-].[Na+].[CH2:21](Br)[C:22]1[CH:27]=[CH:26][CH:25]=[CH:24][CH:23]=1. (2) Given the product [C:17]1([NH:16][C:2]2[CH:11]=[C:10]([C:12]([O:14][CH3:15])=[O:13])[CH:9]=[CH:8][C:3]=2[C:4]([O:6][CH3:7])=[O:5])[CH:22]=[CH:21][CH:20]=[CH:19][CH:18]=1, predict the reactants needed to synthesize it. The reactants are: Br[C:2]1[CH:11]=[C:10]([C:12]([O:14][CH3:15])=[O:13])[CH:9]=[CH:8][C:3]=1[C:4]([O:6][CH3:7])=[O:5].[NH2:16][C:17]1[CH:22]=[CH:21][CH:20]=[CH:19][CH:18]=1.P([O-])([O-])([O-])=O.[K+].[K+].[K+].